From a dataset of Full USPTO retrosynthesis dataset with 1.9M reactions from patents (1976-2016). Predict the reactants needed to synthesize the given product. (1) Given the product [C:1]([C:3]1[CH:4]=[C:5]([CH:9]([CH2:18][CH:13]2[CH2:16][CH2:15][CH2:14]2)[C:10](=[O:11])[CH3:12])[CH:6]=[CH:7][CH:8]=1)#[N:2], predict the reactants needed to synthesize it. The reactants are: [C:1]([C:3]1[CH:4]=[C:5]([CH2:9][C:10]([CH3:12])=[O:11])[CH:6]=[CH:7][CH:8]=1)#[N:2].[CH:13]1(Br)[CH2:16][CH2:15][CH2:14]1.[C:18](=O)([O-])[O-].[Cs+].[Cs+]. (2) Given the product [F:27][C:28]1[CH:29]=[C:30]([C:34]2[N:36]=[C:24]([CH:10]3[CH2:11][CH:12]([C:14]4[CH:15]=[CH:16][C:17]([C:20]([F:23])([F:21])[F:22])=[CH:18][CH:19]=4)[CH2:13][N:8]([C:6]([N:4]4[CH2:5][CH:2]([OH:1])[CH2:3]4)=[O:7])[CH2:9]3)[O:26][N:35]=2)[CH:31]=[CH:32][CH:33]=1, predict the reactants needed to synthesize it. The reactants are: [OH:1][CH:2]1[CH2:5][N:4]([C:6]([N:8]2[CH2:13][CH:12]([C:14]3[CH:19]=[CH:18][C:17]([C:20]([F:23])([F:22])[F:21])=[CH:16][CH:15]=3)[CH2:11][CH:10]([C:24]([OH:26])=O)[CH2:9]2)=[O:7])[CH2:3]1.[F:27][C:28]1[CH:29]=[C:30]([C:34](=[N:36]O)[NH2:35])[CH:31]=[CH:32][CH:33]=1. (3) Given the product [NH2:39][C:35]1[N:34]=[CH:33][N:32]=[C:31]2[C:36]=1[N:37]=[CH:38][N:30]2[C@@H:28]([C@@H:27]([OH:26])[CH2:40][CH2:41][CH2:42][CH2:43][CH2:44][CH3:45])[CH3:29], predict the reactants needed to synthesize it. The reactants are: [F-].C([N+](CCCC)(CCCC)CCCC)CCC.[Si]([O:26][C@@H:27]([CH2:40][CH2:41][CH2:42][CH2:43][CH2:44][CH3:45])[C@H:28]([N:30]1[CH:38]=[N:37][C:36]2[C:31]1=[N:32][CH:33]=[N:34][C:35]=2[NH2:39])[CH3:29])(C(C)(C)C)(C)C.ClCCl.CO. (4) Given the product [C:1]([C:3]1[CH:8]=[CH:7][C:6]([CH:9]=[CH:10][CH2:11][Cl:15])=[CH:5][CH:4]=1)#[N:2], predict the reactants needed to synthesize it. The reactants are: [C:1]([C:3]1[CH:8]=[CH:7][C:6]([CH:9](O)[CH:10]=[CH2:11])=[CH:5][CH:4]=1)#[N:2].O=S(Cl)[Cl:15]. (5) Given the product [Br:1][C:2]1[CH:3]=[C:4]2[C:10]([C:33]3[CH:32]=[N:31][N:30]([CH2:22][CH2:23][C:24]4[CH:29]=[CH:28][CH:27]=[CH:26][CH:25]=4)[CH:34]=3)=[CH:9][N:8]([S:12]([C:15]3[CH:21]=[CH:20][C:18]([CH3:19])=[CH:17][CH:16]=3)(=[O:14])=[O:13])[C:5]2=[N:6][CH:7]=1, predict the reactants needed to synthesize it. The reactants are: [Br:1][C:2]1[CH:3]=[C:4]2[C:10](I)=[CH:9][N:8]([S:12]([C:15]3[CH:21]=[CH:20][C:18]([CH3:19])=[CH:17][CH:16]=3)(=[O:14])=[O:13])[C:5]2=[N:6][CH:7]=1.[CH2:22]([N:30]1[CH:34]=[C:33](B2OC(C)(C)C(C)(C)O2)[CH:32]=[N:31]1)[CH2:23][C:24]1[CH:29]=[CH:28][CH:27]=[CH:26][CH:25]=1.C(=O)([O-])[O-].[Na+].[Na+]. (6) Given the product [CH2:1]([O:6][C:7]1[CH:12]=[CH:11][N:10]=[C:9]([CH2:13][Cl:18])[C:8]=1[CH3:15])[CH2:2][CH2:3][CH2:4][CH3:5], predict the reactants needed to synthesize it. The reactants are: [CH2:1]([O:6][C:7]1[CH:12]=[CH:11][N:10]=[C:9]([CH2:13]O)[C:8]=1[CH3:15])[CH2:2][CH2:3][CH2:4][CH3:5].S(Cl)([Cl:18])=O. (7) Given the product [N+:1]([C:4]1[C:5]([CH2:10][C:11]([O:13][CH2:14][CH3:15])=[O:12])=[N:6][CH:7]=[CH:8][CH:9]=1)([O-:3])=[O:2], predict the reactants needed to synthesize it. The reactants are: [N+:1]([C:4]1[C:5]([CH:10](C(OCC)=O)[C:11]([O:13][CH2:14][CH3:15])=[O:12])=[N:6][CH:7]=[CH:8][CH:9]=1)([O-:3])=[O:2].O.[Cl-].[Li+]. (8) Given the product [C:24]([O:28][C:29](=[O:36])[N:30]([CH2:31][CH2:32][O:1][C:2]1[CH:3]=[CH:4][C:5]2[C:17](=[O:18])[C:16]3[C:15]4[C:10](=[CH:11][C:12]([C:19]#[N:20])=[CH:13][CH:14]=4)[NH:9][C:8]=3[C:7]([CH3:21])([CH3:22])[C:6]=2[CH:23]=1)[CH2:34][CH3:35])([CH3:26])([CH3:27])[CH3:25], predict the reactants needed to synthesize it. The reactants are: [OH:1][C:2]1[CH:3]=[CH:4][C:5]2[C:17](=[O:18])[C:16]3[C:15]4[C:10](=[CH:11][C:12]([C:19]#[N:20])=[CH:13][CH:14]=4)[NH:9][C:8]=3[C:7]([CH3:22])([CH3:21])[C:6]=2[CH:23]=1.[C:24]([O:28][C:29](=[O:36])[N:30]([CH2:34][CH3:35])[CH2:31][CH2:32]O)([CH3:27])([CH3:26])[CH3:25].